From a dataset of Catalyst prediction with 721,799 reactions and 888 catalyst types from USPTO. Predict which catalyst facilitates the given reaction. (1) Reactant: Cl[C:2]1[C:11]2[C:6](=[CH:7][CH:8]=[C:9]([C:12]([F:18])([F:17])[C:13]([F:16])([F:15])[F:14])[CH:10]=2)[CH:5]=[CH:4][N:3]=1.[NH2:19][CH2:20][C:21]([NH:23][CH:24]1[CH2:27][N:26]([C:28]([O:30][C:31]([CH3:34])([CH3:33])[CH3:32])=[O:29])[CH2:25]1)=[O:22].C([O-])([O-])=O.[Cs+].[Cs+].C1C=CC(P(C2C(C3C(P(C4C=CC=CC=4)C4C=CC=CC=4)=CC=C4C=3C=CC=C4)=C3C(C=CC=C3)=CC=2)C2C=CC=CC=2)=CC=1. Product: [F:17][C:12]([F:18])([C:9]1[CH:10]=[C:11]2[C:6]([CH:5]=[CH:4][N:3]=[C:2]2[NH:19][CH2:20][C:21]([NH:23][CH:24]2[CH2:27][N:26]([C:28]([O:30][C:31]([CH3:34])([CH3:33])[CH3:32])=[O:29])[CH2:25]2)=[O:22])=[CH:7][CH:8]=1)[C:13]([F:16])([F:15])[F:14]. The catalyst class is: 318. (2) Reactant: C([Sn]([N:14]=[N+:15]=[N-:16])(CCCC)CCCC)CCC.[CH2:17]([O:24][C:25]1[CH:26]=[C:27]([CH:39]=[C:40]([O:42][CH2:43][C:44]2[CH:49]=[CH:48][CH:47]=[CH:46][CH:45]=2)[CH:41]=1)[C:28]([NH:30][C:31]1[CH:36]=[CH:35][C:34]([C:37]#[N:38])=[CH:33][N:32]=1)=[O:29])[C:18]1[CH:23]=[CH:22][CH:21]=[CH:20][CH:19]=1. Product: [CH2:43]([O:42][C:40]1[CH:39]=[C:27]([CH:26]=[C:25]([O:24][CH2:17][C:18]2[CH:19]=[CH:20][CH:21]=[CH:22][CH:23]=2)[CH:41]=1)[C:28]([NH:30][C:31]1[CH:36]=[CH:35][C:34]([C:37]2[NH:16][N:15]=[N:14][N:38]=2)=[CH:33][N:32]=1)=[O:29])[C:44]1[CH:49]=[CH:48][CH:47]=[CH:46][CH:45]=1. The catalyst class is: 11.